From a dataset of Forward reaction prediction with 1.9M reactions from USPTO patents (1976-2016). Predict the product of the given reaction. (1) Given the reactants [C:9](O[C:9]([O:11][C:12]([CH3:15])([CH3:14])[CH3:13])=[O:10])([O:11][C:12]([CH3:15])([CH3:14])[CH3:13])=[O:10].[OH-].[Na+].[NH2:18][C:19]1[CH:27]=[CH:26][C:22]([C:23]([OH:25])=[O:24])=[CH:21][CH:20]=1, predict the reaction product. The product is: [C:12]([O:11][C:9]([NH:18][C:19]1[CH:27]=[CH:26][C:22]([C:23]([OH:25])=[O:24])=[CH:21][CH:20]=1)=[O:10])([CH3:13])([CH3:14])[CH3:15]. (2) Given the reactants [CH3:1][C:2]1[O:6][N:5]=[C:4]([C:7]2[CH:12]=[CH:11][CH:10]=[CH:9][CH:8]=2)[C:3]=1[CH2:13][O:14][C:15]1[N:20]=[N:19][C:18]([NH2:21])=[CH:17][CH:16]=1.[C:22](Cl)(=[O:26])[CH2:23][CH2:24][CH3:25], predict the reaction product. The product is: [CH3:1][C:2]1[O:6][N:5]=[C:4]([C:7]2[CH:8]=[CH:9][CH:10]=[CH:11][CH:12]=2)[C:3]=1[CH2:13][O:14][C:15]1[N:20]=[N:19][C:18]([NH:21][C:22](=[O:26])[CH2:23][CH2:24][CH3:25])=[CH:17][CH:16]=1. (3) Given the reactants C[Si]([N-][Si](C)(C)C)(C)C.[Na+].[CH2:11]([C@@H:15]1[C@@H:18]([CH2:19][CH2:20][CH2:21][CH2:22][CH3:23])[O:17][C:16]1=[O:24])[CH2:12][CH2:13][CH3:14].[CH2:25]([O:32][C:33](Cl)=[O:34])[C:26]1[CH:31]=[CH:30][CH:29]=[CH:28][CH:27]=1, predict the reaction product. The product is: [CH2:11]([C@@:15]1([C:33]([O:32][CH2:25][C:26]2[CH:31]=[CH:30][CH:29]=[CH:28][CH:27]=2)=[O:34])[C@H:18]([CH2:19][CH2:20][CH2:21][CH2:22][CH3:23])[O:17][C:16]1=[O:24])[CH2:12][CH2:13][CH3:14]. (4) Given the reactants [C:1]([C:3]1[C:8](=O)[NH:7][C:6]([CH2:10][CH3:11])=[C:5]([C:12]([O:14][CH2:15][CH3:16])=[O:13])[CH:4]=1)#[N:2].O=P(Cl)(Cl)[Cl:19].C([O-])([O-])=O.[K+].[K+], predict the reaction product. The product is: [Cl:19][C:8]1[C:3]([C:1]#[N:2])=[CH:4][C:5]([C:12]([O:14][CH2:15][CH3:16])=[O:13])=[C:6]([CH2:10][CH3:11])[N:7]=1. (5) Given the reactants [F:1][C:2]([F:23])([CH:20]([F:22])[F:21])[CH2:3][O:4][C:5]1[CH:10]=[CH:9][C:8]([OH:11])=[C:7](OCC2C=CC=CC=2)[CH:6]=1, predict the reaction product. The product is: [F:1][C:2]([F:23])([CH:20]([F:21])[F:22])[CH2:3][O:4][C:5]1[CH:6]=[CH:7][C:8]([OH:11])=[CH:9][CH:10]=1. (6) Given the reactants [CH3:1][O:2][C:3]1[CH:8]=[CH:7][C:6]([Mg]Br)=[CH:5][CH:4]=1.CO[C:13]1[C:22]2[C:17](=[CH:18][CH:19]=[CH:20][CH:21]=2)[CH:16]=[CH:15][C:14]=1[C:23]([OH:25])=[O:24].O.Cl, predict the reaction product. The product is: [CH3:1][O:2][C:3]1[CH:8]=[CH:7][C:6]([C:13]2[C:22]3[C:17](=[CH:18][CH:19]=[CH:20][CH:21]=3)[CH:16]=[CH:15][C:14]=2[C:23]([OH:25])=[O:24])=[CH:5][CH:4]=1. (7) Given the reactants [N+:1]([C:4]1[CH:12]=[C:11]2[C:7]([CH2:8][CH2:9][C:10]2=[O:13])=[CH:6][CH:5]=1)([O-])=O.[Cl-].[NH4+], predict the reaction product. The product is: [NH2:1][C:4]1[CH:12]=[C:11]2[C:7]([CH2:8][CH2:9][C:10]2=[O:13])=[CH:6][CH:5]=1.